From a dataset of NCI-60 drug combinations with 297,098 pairs across 59 cell lines. Regression. Given two drug SMILES strings and cell line genomic features, predict the synergy score measuring deviation from expected non-interaction effect. (1) Drug 1: C1=CC(=CC=C1C#N)C(C2=CC=C(C=C2)C#N)N3C=NC=N3. Drug 2: COCCOC1=C(C=C2C(=C1)C(=NC=N2)NC3=CC=CC(=C3)C#C)OCCOC.Cl. Cell line: IGROV1. Synergy scores: CSS=14.4, Synergy_ZIP=2.38, Synergy_Bliss=4.10, Synergy_Loewe=-0.917, Synergy_HSA=3.34. (2) Drug 1: CCC(=C(C1=CC=CC=C1)C2=CC=C(C=C2)OCCN(C)C)C3=CC=CC=C3.C(C(=O)O)C(CC(=O)O)(C(=O)O)O. Drug 2: C1=CN(C=N1)CC(O)(P(=O)(O)O)P(=O)(O)O. Cell line: SK-MEL-2. Synergy scores: CSS=2.62, Synergy_ZIP=8.23, Synergy_Bliss=14.5, Synergy_Loewe=7.25, Synergy_HSA=6.32.